Predict the reactants needed to synthesize the given product. From a dataset of Full USPTO retrosynthesis dataset with 1.9M reactions from patents (1976-2016). Given the product [NH:8]1[C:7]2[C:11]3[C:4]([CH2:5][C:6]=2[CH:10]=[N:9]1)=[CH:3][C:2]([CH:28]=[O:29])=[CH:13][CH:12]=3, predict the reactants needed to synthesize it. The reactants are: Br[C:2]1[CH:3]=[C:4]2[C:11](=[CH:12][CH:13]=1)[C:7]1[NH:8][N:9]=[CH:10][C:6]=1[CH2:5]2.[Li]C1C=CC=CC=1.C1CCCCC1.C[CH2:28][O:29]CC.[Li]C(CC)C.C1CCCCC1.CN(C=O)C.